Task: Predict the reactants needed to synthesize the given product.. Dataset: Full USPTO retrosynthesis dataset with 1.9M reactions from patents (1976-2016) Given the product [CH2:1]([N:8]1[C:16]2[C:15](=[O:17])[N:14]([CH2:18][CH2:19][CH2:20][O:21][Si:22]([C:25]([CH3:28])([CH3:27])[CH3:26])([CH3:24])[CH3:23])[C:13](=[O:29])[N:12]([CH3:30])[C:11]=2[N:10]=[C:9]1[O:45][C:42]1[CH:43]=[CH:44][C:39]([F:38])=[C:40]([C:46]([F:49])([F:47])[F:48])[CH:41]=1)[C:2]1[CH:7]=[CH:6][CH:5]=[CH:4][CH:3]=1, predict the reactants needed to synthesize it. The reactants are: [CH2:1]([N:8]1[C:16]2[C:15](=[O:17])[N:14]([CH2:18][CH2:19][CH2:20][O:21][Si:22]([C:25]([CH3:28])([CH3:27])[CH3:26])([CH3:24])[CH3:23])[C:13](=[O:29])[N:12]([CH3:30])[C:11]=2[N:10]=[C:9]1Br)[C:2]1[CH:7]=[CH:6][CH:5]=[CH:4][CH:3]=1.C(=O)([O-])[O-].[K+].[K+].[F:38][C:39]1[CH:44]=[CH:43][C:42]([OH:45])=[CH:41][C:40]=1[C:46]([F:49])([F:48])[F:47].